From a dataset of Full USPTO retrosynthesis dataset with 1.9M reactions from patents (1976-2016). Predict the reactants needed to synthesize the given product. (1) The reactants are: [F:1][CH2:2][CH:3]1[CH2:8][NH:7][CH2:6][CH2:5][N:4]1[CH3:9].Br[C:11]1[CH:12]=[CH:13][C:14]([N+:17]([O-:19])=[O:18])=[N:15][CH:16]=1.C(=O)([O-])[O-].[Cs+].[Cs+].CC1(C)C2C(=C(P(C3C=CC=CC=3)C3C=CC=CC=3)C=CC=2)OC2C(P(C3C=CC=CC=3)C3C=CC=CC=3)=CC=CC1=2. Given the product [F:1][CH2:2][CH:3]1[CH2:8][N:7]([C:11]2[CH:16]=[N:15][C:14]([N+:17]([O-:19])=[O:18])=[CH:13][CH:12]=2)[CH2:6][CH2:5][N:4]1[CH3:9], predict the reactants needed to synthesize it. (2) Given the product [CH2:1]([O:3][C:4]([C:6]1[C:7]2[C:15]([CH3:16])=[N:14][N:13]([CH:18]3[CH2:19][CH2:20][CH2:21][CH2:22][O:17]3)[C:8]=2[N:9]=[C:10]([Cl:12])[CH:11]=1)=[O:5])[CH3:2], predict the reactants needed to synthesize it. The reactants are: [CH2:1]([O:3][C:4]([C:6]1[C:7]2[C:15]([CH3:16])=[N:14][NH:13][C:8]=2[N:9]=[C:10]([Cl:12])[CH:11]=1)=[O:5])[CH3:2].[O:17]1[CH:22]=[CH:21][CH2:20][CH2:19][CH2:18]1.O.C1(C)C=CC(S(O)(=O)=O)=CC=1.O. (3) The reactants are: Cl.Cl.Cl[C:4]1[CH:9]=[CH:8][C:7]([C:10]2[NH:11][CH:12]=[C:13]([C:15]3[CH:20]=[CH:19][C:18]([Cl:21])=[C:17]([Cl:22])[CH:16]=3)[N:14]=2)=[CH:6][N:5]=1.[CH2:23]([N:27]1[CH2:32][CH2:31][NH:30][CH2:29][CH2:28]1)[CH:24]([CH3:26])[CH3:25].C(=O)([O-])[O-].[K+].[K+].[I-].[K+]. Given the product [Cl:22][C:17]1[CH:16]=[C:15]([C:13]2[NH:14][C:10]([C:7]3[CH:8]=[CH:9][C:4]([N:30]4[CH2:31][CH2:32][N:27]([CH2:23][CH:24]([CH3:26])[CH3:25])[CH2:28][CH2:29]4)=[N:5][CH:6]=3)=[N:11][CH:12]=2)[CH:20]=[CH:19][C:18]=1[Cl:21], predict the reactants needed to synthesize it. (4) The reactants are: Br[C:2]1[CH:3]=[N:4][N:5]([C:18]2[CH:23]=[CH:22][C:21]([F:24])=[CH:20][CH:19]=2)[C:6]=1[C:7]1[CH:17]=[CH:16][C:10]2[O:11][CH2:12][C:13](=[O:15])[NH:14][C:9]=2[CH:8]=1.[CH2:25]([Li])CCC.IC.O. Given the product [F:24][C:21]1[CH:22]=[CH:23][C:18]([N:5]2[C:6]([C:7]3[CH:17]=[CH:16][C:10]4[O:11][CH2:12][C:13](=[O:15])[NH:14][C:9]=4[CH:8]=3)=[C:2]([CH3:25])[CH:3]=[N:4]2)=[CH:19][CH:20]=1, predict the reactants needed to synthesize it. (5) The reactants are: [OH:1][C:2]1[CH:3]=[C:4]2[C:9](=[CH:10][CH:11]=1)[CH2:8][NH:7][CH:6]([C:12]([OH:14])=[O:13])[CH2:5]2.[Cl:15][C:16]1[CH:21]=[CH:20][C:19]([N:22]=[C:23]=[O:24])=[CH:18][CH:17]=1. Given the product [Cl:15][C:16]1[CH:21]=[CH:20][C:19]([NH:22][C:23]([CH:8]2[C:9]3[C:4](=[CH:3][C:2]([OH:1])=[CH:11][CH:10]=3)[CH2:5][CH:6]([C:12]([OH:14])=[O:13])[NH:7]2)=[O:24])=[CH:18][CH:17]=1, predict the reactants needed to synthesize it.